Dataset: Reaction yield outcomes from USPTO patents with 853,638 reactions. Task: Predict the reaction yield, written as a fraction of the theoretical maximum amount of product (1.0 means a 100% yield; for example, 0.34 means a 34% yield). (1) The reactants are [Br:1][C:2]1[CH:3]=[C:4]2[C:23](=[CH:24][CH:25]=1)[C:8]1=[N:9][S:10][C:11]([C:12]3[CH:17]=[CH:16][C:15]([O:18][C:19]([F:22])([F:21])[F:20])=[CH:14][CH:13]=3)=[C:7]1[CH2:6][CH2:5]2. The catalyst is CC(O)=O.CCOC(C)=O.O=[Mn]=O. The product is [Br:1][C:2]1[CH:3]=[C:4]2[C:23](=[CH:24][CH:25]=1)[C:8]1=[N:9][S:10][C:11]([C:12]3[CH:17]=[CH:16][C:15]([O:18][C:19]([F:21])([F:22])[F:20])=[CH:14][CH:13]=3)=[C:7]1[CH:6]=[CH:5]2. The yield is 0.480. (2) The reactants are [CH2:1]([C:3]1[N:7]([C:8]2[N:16]=[C:15]3[C:11]([N:12]=[C:13]([CH:18]=O)[N:14]3[CH3:17])=[C:10]([N:20]3[CH2:25][CH2:24][O:23][CH2:22][CH2:21]3)[N:9]=2)[C:6]2[CH:26]=[CH:27][CH:28]=[CH:29][C:5]=2[N:4]=1)[CH3:2].Cl.[CH3:31][N:32]([CH3:39])[C:33]([CH:35]1[CH2:38][NH:37][CH2:36]1)=[O:34].C(O[BH-](OC(=O)C)OC(=O)C)(=O)C.[Na+]. The catalyst is ClCCCl. The product is [CH2:1]([C:3]1[N:7]([C:8]2[N:16]=[C:15]3[C:11]([N:12]=[C:13]([CH2:18][N:37]4[CH2:38][CH:35]([C:33]([N:32]([CH3:39])[CH3:31])=[O:34])[CH2:36]4)[N:14]3[CH3:17])=[C:10]([N:20]3[CH2:21][CH2:22][O:23][CH2:24][CH2:25]3)[N:9]=2)[C:6]2[CH:26]=[CH:27][CH:28]=[CH:29][C:5]=2[N:4]=1)[CH3:2]. The yield is 0.830.